This data is from Forward reaction prediction with 1.9M reactions from USPTO patents (1976-2016). The task is: Predict the product of the given reaction. (1) Given the reactants CCN(C(C)C)C(C)C.Cl[C:11]1[CH:12]=[CH:13][C:14]2[N:15]([C:17]([C:20]([F:23])([F:22])[F:21])=[N:18][N:19]=2)[N:16]=1.[C:24]([N:27]1[CH2:32][CH2:31][N:30]([CH2:33][CH2:34][CH2:35][O:36][C:37]2[CH:42]=[CH:41][C:40]([CH:43]3[CH2:48][CH2:47][NH:46][CH2:45][CH2:44]3)=[CH:39][CH:38]=2)[CH2:29][CH2:28]1)(=[O:26])[CH3:25], predict the reaction product. The product is: [C:24]([N:27]1[CH2:32][CH2:31][N:30]([CH2:33][CH2:34][CH2:35][O:36][C:37]2[CH:38]=[CH:39][C:40]([CH:43]3[CH2:48][CH2:47][N:46]([C:11]4[CH:12]=[CH:13][C:14]5[N:15]([C:17]([C:20]([F:23])([F:22])[F:21])=[N:18][N:19]=5)[N:16]=4)[CH2:45][CH2:44]3)=[CH:41][CH:42]=2)[CH2:29][CH2:28]1)(=[O:26])[CH3:25]. (2) Given the reactants [N:1]12CC[N:4]([CH2:5][CH2:6]1)[CH2:3][CH2:2]2.[I:9][C:10]([I:15])([CH2:13][CH3:14])CC.[CH2:16]1[CH2:20]O[CH2:18][CH2:17]1, predict the reaction product. The product is: [I-:9].[N:1]12[CH2:6][CH2:5][N:4]([CH2:3][CH2:2]1)[CH2:18][CH:17]2[CH2:16][CH2:20][CH2:14][CH2:13][CH2:10][I:15].